Dataset: Catalyst prediction with 721,799 reactions and 888 catalyst types from USPTO. Task: Predict which catalyst facilitates the given reaction. (1) Reactant: C(=O)([O-])[O-].[Cs+].[Cs+].Br[C:8]1[CH:9]=[N:10][CH:11]=[C:12]([Br:15])[C:13]=1[CH3:14].[CH:16]1(B(O)O)[CH2:18][CH2:17]1.O1CCOCC1. Product: [Br:15][C:12]1[CH:11]=[N:10][CH:9]=[C:8]([CH:16]2[CH2:18][CH2:17]2)[C:13]=1[CH3:14]. The catalyst class is: 263. (2) Reactant: [Si]([O:8][CH2:9][CH2:10][N:11]1[CH2:19][C:18]2[C:13](=[CH:14][CH:15]=[C:16]([NH:20][C:21]3[N:26]=[C:25]([NH:27][C@@H:28]4[CH2:33][CH2:32][CH2:31][N:30]([C:34](=[O:37])[CH:35]=[CH2:36])[CH2:29]4)[C:24]([F:38])=[CH:23][N:22]=3)[CH:17]=2)[CH2:12]1)(C(C)(C)C)(C)C.CCCC[N+](CCCC)(CCCC)CCCC.[F-]. Product: [F:38][C:24]1[C:25]([NH:27][C@@H:28]2[CH2:33][CH2:32][CH2:31][N:30]([C:34](=[O:37])[CH:35]=[CH2:36])[CH2:29]2)=[N:26][C:21]([NH:20][C:16]2[CH:17]=[C:18]3[C:13](=[CH:14][CH:15]=2)[CH2:12][N:11]([CH2:10][CH2:9][OH:8])[CH2:19]3)=[N:22][CH:23]=1. The catalyst class is: 1. (3) Reactant: [CH:1]1([C:6]2[CH:7]=[N:8][N:9]3[CH2:14][CH2:13][N:12](C(OC(C)(C)C)=O)[CH2:11][C:10]=23)[CH2:5][CH2:4][CH2:3][CH2:2]1. Product: [CH:1]1([C:6]2[CH:7]=[N:8][N:9]3[CH2:14][CH2:13][NH:12][CH2:11][C:10]=23)[CH2:2][CH2:3][CH2:4][CH2:5]1. The catalyst class is: 209. (4) Reactant: O=[C:2]([C:20]1[CH:25]=[CH:24][CH:23]=[CH:22][CH:21]=1)[CH2:3][NH:4][C:5]([CH:7]1[O:12][CH2:11][CH2:10][N:9]([CH2:13][C:14]2[CH:19]=[CH:18][CH:17]=[CH:16][CH:15]=2)[CH2:8]1)=O.FC(F)(F)C([O-])=O.[NH4+:33]. Product: [C:20]1([C:2]2[N:33]=[C:5]([CH:7]3[O:12][CH2:11][CH2:10][N:9]([CH2:13][C:14]4[CH:19]=[CH:18][CH:17]=[CH:16][CH:15]=4)[CH2:8]3)[NH:4][CH:3]=2)[CH:25]=[CH:24][CH:23]=[CH:22][CH:21]=1. The catalyst class is: 6. (5) The catalyst class is: 655. Product: [Cl:1][C:2]1[C:7]([N:8]2[CH2:13][CH2:12][N:11]([C:14]([C:16]3[C:17]([C:22]4[CH:27]=[CH:26][CH:25]=[CH:24][C:23]=4[O:28][CH3:29])=[N:18][O:19][C:20]=3[CH3:21])=[O:15])[CH2:10][CH2:9]2)=[CH:6][C:5]([NH:30][C:31](=[O:41])[C:32]2[CH:33]=[CH:34][C:35]([N:38]([CH3:40])[CH3:39])=[CH:36][CH:37]=2)=[C:4](/[CH:42]=[N:45]/[OH:46])[CH:3]=1. Reactant: [Cl:1][C:2]1[C:7]([N:8]2[CH2:13][CH2:12][N:11]([C:14]([C:16]3[C:17]([C:22]4[CH:27]=[CH:26][CH:25]=[CH:24][C:23]=4[O:28][CH3:29])=[N:18][O:19][C:20]=3[CH3:21])=[O:15])[CH2:10][CH2:9]2)=[CH:6][C:5]([NH:30][C:31](=[O:41])[C:32]2[CH:37]=[CH:36][C:35]([N:38]([CH3:40])[CH3:39])=[CH:34][CH:33]=2)=[C:4]([CH:42]=O)[CH:3]=1.Cl.[NH2:45][OH:46].C(N(CC)CC)C. (6) Reactant: C(N(CC)CC)C.[F:8][C:9]1[C:14]([F:15])=[CH:13][CH:12]=[CH:11][C:10]=1[C@H:16]1[CH2:22][N:21]2[C:23]([CH:26]3[CH2:30][CH2:29][O:28][CH2:27]3)=[CH:24][N:25]=[C:20]2[C@H:19]([NH2:31])[CH2:18][CH2:17]1.Cl[C:33](OC1C=CC([N+]([O-])=O)=CC=1)=[O:34].[Cl-].[Cl-].[O:47]=[C:48]1[NH:56][C:51]2=[NH+:52][CH:53]=[CH:54][CH:55]=[C:50]2[N:49]1[CH:57]1[CH2:62][CH2:61][NH2+:60][CH2:59][CH2:58]1. Product: [F:8][C:9]1[C:14]([F:15])=[CH:13][CH:12]=[CH:11][C:10]=1[C@H:16]1[CH2:22][N:21]2[C:23]([CH:26]3[CH2:30][CH2:29][O:28][CH2:27]3)=[CH:24][N:25]=[C:20]2[C@H:19]([NH:31][C:33]([N:60]2[CH2:61][CH2:62][CH:57]([N:49]3[C:50]4[C:51](=[N:52][CH:53]=[CH:54][CH:55]=4)[NH:56][C:48]3=[O:47])[CH2:58][CH2:59]2)=[O:34])[CH2:18][CH2:17]1. The catalyst class is: 217. (7) Reactant: Br[C:2]1[CH:3]=[N:4][CH:5]=[C:6]([CH3:8])[CH:7]=1.[B:9]1([B:9]2[O:14][CH2:13][C:12]([CH3:16])([CH3:15])[CH2:11][O:10]2)[O:14][CH2:13][C:12]([CH3:16])([CH3:15])[CH2:11][O:10]1.C([O-])(=O)C.[K+].ClCCl. Product: [CH3:15][C:12]1([CH3:16])[CH2:13][O:14][B:9]([C:2]2[CH:3]=[N:4][CH:5]=[C:6]([CH3:8])[CH:7]=2)[O:10][CH2:11]1. The catalyst class is: 75. (8) Reactant: [CH2:1]([C:7]1[CH:11]=[CH:10][S:9][CH:8]=1)[CH2:2][CH2:3][CH2:4][CH2:5][CH3:6].[Li][CH2:13][CH2:14][CH2:15][CH3:16].[CH2:17]([Sn:21](Cl)([CH2:26][CH2:27][CH2:28][CH3:29])[CH2:22][CH2:23][CH2:24][CH3:25])[CH2:18][CH2:19][CH3:20]. Product: [CH2:1]([C:7]1[CH:11]=[C:10]([Sn:21]([CH2:22][CH2:23][CH2:24][CH3:25])([CH2:17][CH2:18][CH2:19][CH3:20])[CH2:13][CH2:14][CH2:15][CH3:16])[S:9][C:8]=1[Sn:21]([CH2:26][CH2:27][CH2:28][CH3:29])([CH2:22][CH2:23][CH2:24][CH3:25])[CH2:17][CH2:18][CH2:19][CH3:20])[CH2:2][CH2:3][CH2:4][CH2:5][CH3:6]. The catalyst class is: 1. (9) Reactant: [NH2:1][C:2]1[N:7]=[C:6]([N:8]2[CH2:32][CH2:31][C:11]3([CH2:15][N:14]([C:16]([O:18]CC4C=CC=CC=4)=[O:17])[C@H:13]([C:26]([O:28][CH2:29][CH3:30])=[O:27])[CH2:12]3)[CH2:10][CH2:9]2)[CH:5]=[C:4]([O:33][CH2:34][C:35]2[CH:40]=[CH:39][C:38]([Cl:41])=[CH:37][C:36]=2[Br:42])[N:3]=1.[Si](I)(C)(C)C.CCN(CC)CC.O(C(O[C:59]([CH3:62])([CH3:61])[CH3:60])=O)C(O[C:59]([CH3:62])([CH3:61])[CH3:60])=O. Product: [NH2:1][C:2]1[N:7]=[C:6]([N:8]2[CH2:9][CH2:10][C:11]3([CH2:15][N:14]([C:16]([O:18][C:59]([CH3:62])([CH3:61])[CH3:60])=[O:17])[C@H:13]([C:26]([O:28][CH2:29][CH3:30])=[O:27])[CH2:12]3)[CH2:31][CH2:32]2)[CH:5]=[C:4]([O:33][CH2:34][C:35]2[CH:40]=[CH:39][C:38]([Cl:41])=[CH:37][C:36]=2[Br:42])[N:3]=1. The catalyst class is: 10.